This data is from Forward reaction prediction with 1.9M reactions from USPTO patents (1976-2016). The task is: Predict the product of the given reaction. Given the reactants [CH:1]([C:3]1[CH:4]=[C:5]([B:9]([OH:11])[OH:10])[CH:6]=[CH:7][CH:8]=1)=O.Cl.[NH2:13]O.C([O-])=O.[Na+], predict the reaction product. The product is: [C:1]([C:3]1[CH:4]=[C:5]([B:9]([OH:11])[OH:10])[CH:6]=[CH:7][CH:8]=1)#[N:13].